Dataset: Forward reaction prediction with 1.9M reactions from USPTO patents (1976-2016). Task: Predict the product of the given reaction. (1) Given the reactants [Br:1][C:2]1[CH:3]=[CH:4][CH:5]=[C:6]2[C:15]=1[C:9]1([CH2:14][CH2:13][NH:12][CH2:11][CH2:10]1)[CH2:8][CH:7]2[CH2:16][C:17]([O:19][CH2:20][CH3:21])=[O:18].Cl[C:23]([O:25][CH:26]1[CH:33]2[CH2:34][CH:29]3[CH2:30][CH:31]([CH2:35][CH:27]1[CH2:28]3)[CH2:32]2)=[O:24], predict the reaction product. The product is: [Br:1][C:2]1[CH:3]=[CH:4][CH:5]=[C:6]2[C:15]=1[C:9]1([CH2:10][CH2:11][N:12]([C:23]([O:25][CH:26]3[CH:27]4[CH2:35][CH:31]5[CH2:30][CH:29]([CH2:34][CH:33]3[CH2:32]5)[CH2:28]4)=[O:24])[CH2:13][CH2:14]1)[CH2:8][CH:7]2[CH2:16][C:17]([O:19][CH2:20][CH3:21])=[O:18]. (2) The product is: [Cl:14][C:15]1[CH:23]=[C:22]([C:24]2[CH:25]=[N:26][CH:27]=[C:28]([NH:30][C:31]([CH:33]3[CH2:35][CH2:34]3)=[O:32])[CH:29]=2)[CH:21]=[CH:20][C:16]=1[C:17]([N:4]1[CH2:5][CH2:6][N:1]([C:7]([O:9][C:10]([CH3:13])([CH3:12])[CH3:11])=[O:8])[CH2:2][CH2:3]1)=[O:18]. Given the reactants [N:1]1([C:7]([O:9][C:10]([CH3:13])([CH3:12])[CH3:11])=[O:8])[CH2:6][CH2:5][NH:4][CH2:3][CH2:2]1.[Cl:14][C:15]1[CH:23]=[C:22]([C:24]2[CH:25]=[N:26][CH:27]=[C:28]([NH:30][C:31]([CH:33]3[CH2:35][CH2:34]3)=[O:32])[CH:29]=2)[CH:21]=[CH:20][C:16]=1[C:17](O)=[O:18].C(N(CC)C(C)C)(C)C.F[P-](F)(F)(F)(F)F.N1(OC(N(C)C)=[N+](C)C)C2C=CC=CC=2N=N1, predict the reaction product. (3) Given the reactants [C:1]([O:4][C@H:5]1[C@H:10]([O:11][C:12](=[O:14])[CH3:13])[C@@H:9]([O:15][C:16](=[O:18])[CH3:17])[CH:8](OC(=N)C(Cl)(Cl)Cl)[O:7][C@@H:6]1[CH2:26][O:27][C:28](=[O:30])[CH3:29])(=[O:3])[CH3:2].[OH:31][C:32]1[C:37]2[C@@:38]3([OH:75])[C@@:51]([O:55][CH3:56])([C@H:52]([OH:54])[CH2:53][C:36]=2[CH:35]=[C:34]([CH3:76])[C:33]=1[C:77]([O:79][CH3:80])=[O:78])[C:50](=[O:57])[C:49]1[C:40](=[CH:41][C:42]2[C:43](=[O:73])[C:44]([NH:60][C@@H:61]4[C@H:66]([O:67][CH3:68])[C@H:65]([OH:69])[C@@H:64]([O:70][CH3:71])[C@H:63]([CH3:72])[O:62]4)=[CH:45][C:46](=[O:59])[C:47]=2[C:48]=1[OH:58])[C:39]3=[O:74], predict the reaction product. The product is: [C:1]([O:4][C@H:5]1[C@H:10]([O:11][C:12](=[O:14])[CH3:13])[C@@H:9]([O:15][C:16](=[O:18])[CH3:17])[C@@H:8]([O:69][C@H:65]2[C@@H:66]([O:67][CH3:68])[C@@H:61]([NH:60][C:44]3[C:43](=[O:73])[C:42]4[CH:41]=[C:40]5[C:49]([C:50](=[O:57])[C@@:51]6([O:55][CH3:56])[C@@:38]([OH:75])([C:39]5=[O:74])[C:37]5[C:32]([OH:31])=[C:33]([C:77]([O:79][CH3:80])=[O:78])[C:34]([CH3:76])=[CH:35][C:36]=5[CH2:53][C@H:52]6[OH:54])=[C:48]([OH:58])[C:47]=4[C:46](=[O:59])[CH:45]=3)[O:62][C@@H:63]([CH3:72])[C@@H:64]2[O:70][CH3:71])[O:7][C@@H:6]1[CH2:26][O:27][C:28](=[O:30])[CH3:29])(=[O:3])[CH3:2]. (4) Given the reactants [CH2:1]([N:3]([C:12]1[CH:13]=[CH:14][C:15]([CH3:28])=[C:16]2[C:20]=1[NH:19][C:18]([C:21]1[S:22][C:23]([CH2:26]O)=[CH:24][N:25]=1)=[CH:17]2)[S:4]([C:7]1[S:8][CH:9]=[CH:10][CH:11]=1)(=[O:6])=[O:5])[CH3:2].S(Cl)([Cl:31])=O, predict the reaction product. The product is: [CH2:1]([N:3]([C:12]1[CH:13]=[CH:14][C:15]([CH3:28])=[C:16]2[C:20]=1[NH:19][C:18]([C:21]1[S:22][C:23]([CH2:26][Cl:31])=[CH:24][N:25]=1)=[CH:17]2)[S:4]([C:7]1[S:8][CH:9]=[CH:10][CH:11]=1)(=[O:6])=[O:5])[CH3:2]. (5) The product is: [Cl:19][C:20]1[CH:25]=[CH:24][CH:23]=[C:22]([F:26])[C:21]=1[CH2:27][N:28]([CH2:31][C:32]1[N:37]=[CH:36][C:35]([CH2:38][N:4]2[CH2:3][CH2:2][N:1]([C:7]3[C:12]([C:13]([O:15][CH:16]([CH3:18])[CH3:17])=[O:14])=[CH:11][CH:10]=[CH:9][N:8]=3)[CH2:6][CH2:5]2)=[CH:34][CH:33]=1)[CH2:29][CH3:30]. Given the reactants [N:1]1([C:7]2[C:12]([C:13]([O:15][CH:16]([CH3:18])[CH3:17])=[O:14])=[CH:11][CH:10]=[CH:9][N:8]=2)[CH2:6][CH2:5][NH:4][CH2:3][CH2:2]1.[Cl:19][C:20]1[CH:25]=[CH:24][CH:23]=[C:22]([F:26])[C:21]=1[CH2:27][N:28]([CH2:31][C:32]1[N:37]=[CH:36][C:35]([CH:38]=O)=[CH:34][CH:33]=1)[CH2:29][CH3:30].C(O[BH-](OC(=O)C)OC(=O)C)(=O)C.[Na+], predict the reaction product. (6) Given the reactants [CH3:1][O:2][C:3]1[CH:22]=[CH:21][C:6]([CH2:7][C@@H:8]2[C:12]3=[N:13][C:14]4[CH:19]=[CH:18][CH:17]=[CH:16][C:15]=4[N:11]3[C:10](=[O:20])[NH:9]2)=[CH:5][CH:4]=1.[C:23]1([CH3:31])[CH:28]=[CH:27][CH:26]=[C:25]([CH2:29][NH2:30])[CH:24]=1.C(O)(C(F)(F)F)=O, predict the reaction product. The product is: [NH:11]1[C:15]2[CH:16]=[CH:17][CH:18]=[CH:19][C:14]=2[N:13]=[C:12]1[C@H:8]([NH:9][C:10]([NH:30][CH2:29][C:25]1[CH:26]=[CH:27][CH:28]=[C:23]([CH3:31])[CH:24]=1)=[O:20])[CH2:7][C:6]1[CH:21]=[CH:22][C:3]([O:2][CH3:1])=[CH:4][CH:5]=1. (7) Given the reactants [Br:1][C:2]1[C:3](=[O:17])[NH:4][C:5](=[O:16])[N:6]([CH2:8][CH2:9][C:10]2[CH:15]=[CH:14][CH:13]=[CH:12][CH:11]=2)[N:7]=1.[F:18]C1C=CC=CC=1CCI.C(I)CC1C=CC=CC=1, predict the reaction product. The product is: [Br:1][C:2]1[C:3](=[O:17])[NH:4][C:5](=[O:16])[N:6]([CH2:8][CH2:9][C:10]2[CH:15]=[CH:14][CH:13]=[C:12]([F:18])[CH:11]=2)[N:7]=1. (8) Given the reactants [CH2:1]([C:3]1[C:13]([CH2:14][C:15]2[CH:20]=[CH:19][C:18](/[CH:21]=[CH:22]/[CH2:23][OH:24])=[CH:17][CH:16]=2)=[C:6]2[N:7]=[C:8]([CH3:12])[CH:9]=[C:10]([CH3:11])[N:5]2[N:4]=1)[CH3:2], predict the reaction product. The product is: [CH2:1]([C:3]1[C:13]([CH2:14][C:15]2[CH:16]=[CH:17][C:18](/[CH:21]=[CH:22]/[CH:23]=[O:24])=[CH:19][CH:20]=2)=[C:6]2[N:7]=[C:8]([CH3:12])[CH:9]=[C:10]([CH3:11])[N:5]2[N:4]=1)[CH3:2]. (9) Given the reactants [Cl:1][C:2]1[C:10]([Cl:11])=[CH:9][CH:8]=[CH:7][C:3]=1[C:4]([OH:6])=O.C(Cl)(=O)C(Cl)=O.[CH:18]1([NH2:21])[CH2:20][CH2:19]1, predict the reaction product. The product is: [Cl:1][C:2]1[C:10]([Cl:11])=[CH:9][CH:8]=[CH:7][C:3]=1[C:4]([NH:21][CH:18]1[CH2:20][CH2:19]1)=[O:6].